Dataset: Full USPTO retrosynthesis dataset with 1.9M reactions from patents (1976-2016). Task: Predict the reactants needed to synthesize the given product. (1) Given the product [CH2:82]([O:81][C:79](=[O:80])[C:78](=[O:85])[CH:77]([NH:76][C:74](=[O:75])[CH:73]([NH:72][NH:71][C:68]1[CH:67]=[CH:66][C:65]([CH2:64][O:63][C:61]([N:60]2[C:59]3[CH:90]=[C:91]([O:96][CH2:39][CH2:38][CH2:37][CH2:36][CH2:35][O:34][C:29]4[C:30]([O:32][CH3:33])=[CH:31][C:19]5[C:18](=[O:41])[N:17]6[CH:42]=[C:43]([CH3:45])[CH2:44][CH:16]6[C@H:15]([O:14][Si:7]([C:10]([CH3:13])([CH3:12])[CH3:11])([CH3:9])[CH3:8])[N:21]([C:22]([O:24][CH2:25][CH:26]=[CH2:27])=[O:23])[C:20]=5[CH:28]=4)[C:92]([O:94][CH3:95])=[CH:93][C:58]=3[C:57](=[O:97])[N:56]3[CH:98]=[C:99]([CH3:101])[CH2:100][CH:55]3[C@@H:54]2[O:53][Si:46]([C:49]([CH3:52])([CH3:51])[CH3:50])([CH3:47])[CH3:48])=[O:62])=[CH:70][CH:69]=1)[CH3:89])[CH:86]([CH3:87])[CH3:88])[CH:83]=[CH2:84], predict the reactants needed to synthesize it. The reactants are: C(=O)([O-])[O-].[K+].[K+].[Si:7]([O:14][C@@H:15]1[N:21]([C:22]([O:24][CH2:25][CH:26]=[CH2:27])=[O:23])[C:20]2[CH:28]=[C:29]([O:34][CH2:35][CH2:36][CH2:37][CH2:38][CH2:39]I)[C:30]([O:32][CH3:33])=[CH:31][C:19]=2[C:18](=[O:41])[N:17]2[CH:42]=[C:43]([CH3:45])[CH2:44][C@@H:16]12)([C:10]([CH3:13])([CH3:12])[CH3:11])([CH3:9])[CH3:8].[Si:46]([O:53][C@@H:54]1[N:60]([C:61]([O:63][CH2:64][C:65]2[CH:70]=[CH:69][C:68]([NH:71][NH:72][CH:73]([CH3:89])[C:74]([NH:76][CH:77]([CH:86]([CH3:88])[CH3:87])[C:78](=[O:85])[C:79]([O:81][CH2:82][CH:83]=[CH2:84])=[O:80])=[O:75])=[CH:67][CH:66]=2)=[O:62])[C:59]2[CH:90]=[C:91]([OH:96])[C:92]([O:94][CH3:95])=[CH:93][C:58]=2[C:57](=[O:97])[N:56]2[CH:98]=[C:99]([CH3:101])[CH2:100][C@@H:55]12)([C:49]([CH3:52])([CH3:51])[CH3:50])([CH3:48])[CH3:47]. (2) The reactants are: FC(F)(F)C(O)=O.[Br:8][C:9]1[CH:10]=[C:11]([CH:20]=[CH:21][CH:22]=1)[C:12]([C:14]1[CH:19]=[CH:18][CH:17]=[CH:16][CH:15]=1)=O.[BH4-].[Na+].[OH-].[Na+]. Given the product [CH2:12]([C:11]1[CH:20]=[CH:21][CH:22]=[C:9]([Br:8])[CH:10]=1)[C:14]1[CH:15]=[CH:16][CH:17]=[CH:18][CH:19]=1, predict the reactants needed to synthesize it. (3) Given the product [ClH:3].[CH3:22][N:19]1[CH2:20][CH2:21][C:16](=[C:13]2[C:12]3[CH:23]=[CH:24][CH:25]=[CH:26][C:11]=3[CH2:10][CH2:9][C:8]3[S:7][C:28]([C:27]([OH:1])=[O:29])=[CH:15][C:14]2=3)[CH2:17][CH2:18]1, predict the reactants needed to synthesize it. The reactants are: [OH-:1].[Na+].[ClH:3].C(C1[S:7][C:8]2[CH2:9][CH2:10][C:11]3[CH:26]=[CH:25][CH:24]=[CH:23][C:12]=3[C:13](=[C:16]3[CH2:21][CH2:20][N:19]([CH3:22])[CH2:18][CH2:17]3)[C:14]=2[CH:15]=1)#N.[CH2:27]([OH:29])[CH3:28].